Predict the product of the given reaction. From a dataset of Forward reaction prediction with 1.9M reactions from USPTO patents (1976-2016). (1) Given the reactants [CH2:1]([O:3][C:4]([C:6]1[CH:11]=[C:10]([O:12][CH2:13][CH2:14][O:15][CH2:16][CH2:17][O:18][CH2:19][CH2:20][N:21]=[N+]=[N-])[CH:9]=[C:8]([C:24]([O:26][CH2:27][CH3:28])=[O:25])[N:7]=1)=[O:5])[CH3:2].[C:29]([O:33][C:34](O[C:34]([O:33][C:29]([CH3:32])([CH3:31])[CH3:30])=[O:35])=[O:35])([CH3:32])([CH3:31])[CH3:30], predict the reaction product. The product is: [CH2:1]([O:3][C:4]([C:6]1[CH:11]=[C:10]([O:12][CH2:13][CH2:14][O:15][CH2:16][CH2:17][O:18][CH2:19][CH2:20][NH:21][C:34]([O:33][C:29]([CH3:32])([CH3:31])[CH3:30])=[O:35])[CH:9]=[C:8]([C:24]([O:26][CH2:27][CH3:28])=[O:25])[N:7]=1)=[O:5])[CH3:2]. (2) Given the reactants [C:1]([C@@H:5]1[NH:25][C:24](=[O:26])[O:23][CH2:22][CH2:21][CH2:20][CH:19]=[CH:18][C:17]2[N:27]=[C:13]([CH:14]=[CH:15][CH:16]=2)[CH2:12][O:11][C@H:10]2[CH2:28][N:7]([C@H:8]([C:29]([O:31][CH3:32])=[O:30])[CH2:9]2)[C:6]1=[O:33])([CH3:4])([CH3:3])[CH3:2], predict the reaction product. The product is: [C:1]([C@@H:5]1[NH:25][C:24](=[O:26])[O:23][CH2:22][CH2:21][CH2:20][CH2:19][CH2:18][C:17]2[N:27]=[C:13]([CH:14]=[CH:15][CH:16]=2)[CH2:12][O:11][C@H:10]2[CH2:28][N:7]([C@H:8]([C:29]([O:31][CH3:32])=[O:30])[CH2:9]2)[C:6]1=[O:33])([CH3:4])([CH3:2])[CH3:3].[C:1]([C@@H:5]1[NH:25][C:24](=[O:26])[O:23][CH2:22][CH2:21][CH2:20][CH2:19][CH2:18][CH:17]2[NH:27][CH:13]([CH2:14][CH2:15][CH2:16]2)[CH2:12][O:11][C@H:10]2[CH2:28][N:7]([C@H:8]([C:29]([O:31][CH3:32])=[O:30])[CH2:9]2)[C:6]1=[O:33])([CH3:4])([CH3:2])[CH3:3]. (3) Given the reactants [Cl:1][C:2]1[C:3]([N:8]2[CH2:13][CH2:12][N:11]([CH2:14][C:15]3[CH:16]=[N:17][N:18]([CH2:21][CH3:22])[C:19]=3[CH3:20])[CH2:10][CH2:9]2)=[N:4][CH:5]=[CH:6][N:7]=1.C(=O)([O-])[O-].[K+].[K+].[C:29]([NH:32][CH2:33][C:34]1[CH:39]=[CH:38][C:37](B(O)O)=[CH:36][CH:35]=1)(=[O:31])[CH3:30].O, predict the reaction product. The product is: [ClH:1].[CH2:21]([N:18]1[C:19]([CH3:20])=[C:15]([CH2:14][N:11]2[CH2:12][CH2:13][N:8]([C:3]3[C:2]([C:37]4[CH:38]=[CH:39][C:34]([CH2:33][NH:32][C:29](=[O:31])[CH3:30])=[CH:35][CH:36]=4)=[N:7][CH:6]=[CH:5][N:4]=3)[CH2:9][CH2:10]2)[CH:16]=[N:17]1)[CH3:22]. (4) Given the reactants [OH:1][C:2]1[CH:7]=[CH:6][C:5]([CH2:8][C:9]([O:11][CH3:12])=[O:10])=[CH:4][CH:3]=1.C(=O)([O-])[O-].[K+].[K+].Br[CH2:20][CH:21]([CH3:23])[CH3:22], predict the reaction product. The product is: [CH2:20]([O:1][C:2]1[CH:3]=[CH:4][C:5]([CH2:8][C:9]([O:11][CH3:12])=[O:10])=[CH:6][CH:7]=1)[CH:21]([CH3:23])[CH3:22].